From a dataset of Forward reaction prediction with 1.9M reactions from USPTO patents (1976-2016). Predict the product of the given reaction. (1) Given the reactants [C:1]1([C:46]2[CH:51]=[CH:50][CH:49]=[CH:48][CH:47]=2)[CH:6]=[CH:5][C:4]([N:7]([C:34]2[CH:39]=[CH:38][C:37]([C:40]3[CH:45]=[CH:44][CH:43]=[CH:42][CH:41]=3)=[CH:36][CH:35]=2)[C:8]2[C:20]3[C:19]([C:27]4[CH:32]=[CH:31][CH:30]=[CH:29][CH:28]=4)([C:21]4[CH:26]=[CH:25][CH:24]=[CH:23][CH:22]=4)[C:18]4[C:13](=[CH:14][CH:15]=[CH:16][CH:17]=4)[C:12]=3[C:11](O)=[CH:10][CH:9]=2)=[CH:3][CH:2]=1.O1[C:56]2=CC=CC(B(O)O)=[C:55]2[CH:54]=[C:53]1[C:64]1O[C:66]2[CH:72]=[CH:71][CH:70]=[CH:69][C:67]=2[CH:68]=1.[OH-:73].[NH3+]N, predict the reaction product. The product is: [C:1]1([C:46]2[CH:51]=[CH:50][CH:49]=[CH:48][CH:47]=2)[CH:6]=[CH:5][C:4]([N:7]([C:34]2[CH:39]=[CH:38][C:37]([C:40]3[CH:45]=[CH:44][CH:43]=[CH:42][CH:41]=3)=[CH:36][CH:35]=2)[C:8]2[C:20]3[C:19]([C:27]4[CH:32]=[CH:31][CH:30]=[CH:29][CH:28]=4)([C:21]4[CH:26]=[CH:25][CH:24]=[CH:23][CH:22]=4)[C:18]4[C:13](=[CH:14][CH:15]=[CH:16][CH:17]=4)[C:12]=3[C:11]([C:72]3[C:66]4[O:73][C:64]5[CH:53]=[CH:54][CH:55]=[CH:56][C:68]=5[C:67]=4[CH:69]=[CH:70][CH:71]=3)=[CH:10][CH:9]=2)=[CH:3][CH:2]=1. (2) Given the reactants [NH2:1][C:2]1[N:10]=[CH:9][CH:8]=[CH:7][C:3]=1[C:4]([OH:6])=O.[F:11][C:12]([F:22])([F:21])[C:13]1[CH:14]=[C:15]([CH:18]=[CH:19][CH:20]=1)[CH2:16][NH2:17].CN([P+](ON1N=NC2C=CC=CC1=2)(N(C)C)N(C)C)C.F[P-](F)(F)(F)(F)F.C(N(CC)CC)C, predict the reaction product. The product is: [F:11][C:12]([F:21])([F:22])[C:13]1[CH:14]=[C:15]([CH2:16][NH:17][C:4](=[O:6])[C:3]2[CH:7]=[CH:8][CH:9]=[N:10][C:2]=2[NH2:1])[CH:18]=[CH:19][CH:20]=1. (3) The product is: [Br:5][C:6]1[CH:11]=[CH:10][CH:9]=[CH:8][C:7]=1[S:12][CH2:13][C:14]([NH:20][C:19]1[CH:21]=[CH:22][CH:23]=[CH:24][C:18]=1[Cl:17])=[O:16]. Given the reactants P(Cl)(Cl)Cl.[Br:5][C:6]1[CH:11]=[CH:10][CH:9]=[CH:8][C:7]=1[S:12][CH2:13][C:14]([OH:16])=O.[Cl:17][C:18]1[CH:24]=[CH:23][CH:22]=[CH:21][C:19]=1[NH2:20].O, predict the reaction product. (4) Given the reactants Br[C:2]1[CH:7]=[CH:6][C:5]([C:8]2[N:13]=[C:12]3[O:14][C:15]([CH3:26])([CH3:25])[CH2:16][CH:17]([NH:18][C:19](=[O:24])[C:20]([CH3:23])([CH3:22])[CH3:21])[C:11]3=[CH:10][C:9]=2[C:27]2[CH:32]=[CH:31][C:30]([Cl:33])=[CH:29][CH:28]=2)=[C:4]([Cl:34])[CH:3]=1.[CH3:35][N:36](C=O)C, predict the reaction product. The product is: [Cl:34][C:4]1[CH:3]=[C:2]([C:35]#[N:36])[CH:7]=[CH:6][C:5]=1[C:8]1[N:13]=[C:12]2[O:14][C:15]([CH3:25])([CH3:26])[CH2:16][CH:17]([NH:18][C:19](=[O:24])[C:20]([CH3:22])([CH3:23])[CH3:21])[C:11]2=[CH:10][C:9]=1[C:27]1[CH:28]=[CH:29][C:30]([Cl:33])=[CH:31][CH:32]=1. (5) Given the reactants C[O:2][C:3]([C:5]1[S:9][C:8]([NH:10][C:11]([O:13][C:14]([CH3:17])([CH3:16])[CH3:15])=[O:12])=[N:7][CH:6]=1)=O.[H-].[H-].[H-].[H-].[Li+].[Al+3].O.[OH-].[Na+], predict the reaction product. The product is: [C:14]([O:13][C:11](=[O:12])[NH:10][C:8]1[S:9][C:5]([CH2:3][OH:2])=[CH:6][N:7]=1)([CH3:17])([CH3:15])[CH3:16]. (6) The product is: [CH2:1]([O:5][CH2:6][CH2:7][O:8][C:9]1[CH:10]=[CH:11][C:12]([C:15]2[CH:16]=[C:17](/[CH:27]=[C:28](\[CH3:32])/[C:29]([NH:58][C:57]3[CH:56]=[CH:55][C:54]([S:53][CH2:52][C:48]4[N:47]([CH2:44][CH2:45][CH3:46])[CH:51]=[N:50][N:49]=4)=[CH:60][CH:59]=3)=[O:30])[C:18]([N:21]3[CH2:25][CH2:24][CH:23]([CH3:26])[CH2:22]3)=[N:19][CH:20]=2)=[CH:13][CH:14]=1)[CH2:2][CH2:3][CH3:4]. Given the reactants [CH2:1]([O:5][CH2:6][CH2:7][O:8][C:9]1[CH:14]=[CH:13][C:12]([C:15]2[CH:16]=[C:17](/[CH:27]=[C:28](\[CH3:32])/[C:29](O)=[O:30])[C:18]([N:21]3[CH2:25][CH2:24][CH:23]([CH3:26])[CH2:22]3)=[N:19][CH:20]=2)=[CH:11][CH:10]=1)[CH2:2][CH2:3][CH3:4].CN(C=O)C.C(Cl)(=O)C(Cl)=O.[CH2:44]([N:47]1[CH:51]=[N:50][N:49]=[C:48]1[CH2:52][S:53][C:54]1[CH:60]=[CH:59][C:57]([NH2:58])=[CH:56][CH:55]=1)[CH2:45][CH3:46], predict the reaction product. (7) Given the reactants [Cl:1][C:2]1[CH:7]=[C:6]([Cl:8])[CH:5]=[CH:4][C:3]=1[OH:9].[H-].[Na+].Cl[C:13]1[N:22]=[C:21]([O:23][CH2:24][CH3:25])[CH:20]=[CH:19][C:14]=1[C:15]([O:17][CH3:18])=[O:16].O, predict the reaction product. The product is: [Cl:1][C:2]1[CH:7]=[C:6]([Cl:8])[CH:5]=[CH:4][C:3]=1[O:9][C:13]1[N:22]=[C:21]([O:23][CH2:24][CH3:25])[CH:20]=[CH:19][C:14]=1[C:15]([O:17][CH3:18])=[O:16]. (8) Given the reactants [S:1]([O:8]S(C(F)(F)F)(=O)=O)([C:4]([F:7])([F:6])[F:5])(=[O:3])=[O:2].[Br:16][C:17]1[CH:18]=[C:19]([CH:22]=[C:23]([Br:26])[C:24]=1O)[CH:20]=[O:21].O, predict the reaction product. The product is: [Br:16][C:17]1[CH:18]=[C:19]([CH:22]=[C:23]([Br:26])[C:24]=1[O:8][S:1]([C:4]([F:7])([F:6])[F:5])(=[O:3])=[O:2])[CH:20]=[O:21]. (9) Given the reactants C[O:2][CH:3](OC)[C:4]1[CH:5]=[CH:6][C:7]2[C:8]3[N:9]([N:24]=[CH:25][N:26]=3)[C:10](=[O:23])[N:11]([CH2:14][C:15]3[CH:20]=[CH:19][C:18]([O:21][CH3:22])=[CH:17][CH:16]=3)[C:12]=2[N:13]=1.O1CCCC1.Cl.C(=O)(O)[O-].[Na+], predict the reaction product. The product is: [CH3:22][O:21][C:18]1[CH:17]=[CH:16][C:15]([CH2:14][N:11]2[C:12]3[N:13]=[C:4]([CH:3]=[O:2])[CH:5]=[CH:6][C:7]=3[C:8]3=[N:26][CH:25]=[N:24][N:9]3[C:10]2=[O:23])=[CH:20][CH:19]=1.